From a dataset of Reaction yield outcomes from USPTO patents with 853,638 reactions. Predict the reaction yield, written as a fraction of the theoretical maximum amount of product (1.0 means a 100% yield; for example, 0.34 means a 34% yield). (1) The reactants are [CH2:1]([O:8][C:9]1[CH:18]=[CH:17][C:12]([C:13]([O:15][CH3:16])=[O:14])=[CH:11][C:10]=1[NH:19][S:20]([CH3:23])(=[O:22])=[O:21])[C:2]1[CH:7]=[CH:6][CH:5]=[CH:4][CH:3]=1.C([O-])([O-])=O.[K+].[K+].Cl[CH2:31][CH2:32][N:33]1[CH2:38][CH2:37][O:36][CH2:35][CH2:34]1. The catalyst is CN(C=O)C. The product is [CH2:1]([O:8][C:9]1[CH:18]=[CH:17][C:12]([C:13]([O:15][CH3:16])=[O:14])=[CH:11][C:10]=1[N:19]([CH2:31][CH2:32][N:33]1[CH2:38][CH2:37][O:36][CH2:35][CH2:34]1)[S:20]([CH3:23])(=[O:21])=[O:22])[C:2]1[CH:7]=[CH:6][CH:5]=[CH:4][CH:3]=1. The yield is 0.800. (2) The reactants are C([O:8][C:9]1[CH:10]=[C:11](B(O)O)[CH:12]=[C:13]([F:15])[CH:14]=1)C1C=CC=CC=1.I[C:20]1[C:28]2[C:23](=[N:24][CH:25]=[N:26][C:27]=2[NH2:29])[N:22]([CH:30]([CH3:32])[CH3:31])[N:21]=1.C([O-])([O-])=O.[Na+].[Na+]. The catalyst is CCO.COCCOC.C1C=CC([P]([Pd]([P](C2C=CC=CC=2)(C2C=CC=CC=2)C2C=CC=CC=2)([P](C2C=CC=CC=2)(C2C=CC=CC=2)C2C=CC=CC=2)[P](C2C=CC=CC=2)(C2C=CC=CC=2)C2C=CC=CC=2)(C2C=CC=CC=2)C2C=CC=CC=2)=CC=1. The product is [NH2:29][C:27]1[N:26]=[CH:25][N:24]=[C:23]2[N:22]([CH:30]([CH3:32])[CH3:31])[N:21]=[C:20]([C:11]3[CH:10]=[C:9]([OH:8])[CH:14]=[C:13]([F:15])[CH:12]=3)[C:28]=12. The yield is 0.600. (3) The reactants are Br[C:2]1[C:3]([CH3:12])=[CH:4][C:5]([C:8]([OH:11])([CH3:10])[CH3:9])=[N:6][CH:7]=1.[CH3:13][Sn:14]([CH3:20])([CH3:19])[Sn:14]([CH3:20])([CH3:19])[CH3:13]. The catalyst is O1CCOCC1.C1C=CC([P]([Pd]([P](C2C=CC=CC=2)(C2C=CC=CC=2)C2C=CC=CC=2)([P](C2C=CC=CC=2)(C2C=CC=CC=2)C2C=CC=CC=2)[P](C2C=CC=CC=2)(C2C=CC=CC=2)C2C=CC=CC=2)(C2C=CC=CC=2)C2C=CC=CC=2)=CC=1. The product is [CH3:12][C:3]1[C:2]([Sn:14]([CH3:20])([CH3:19])[CH3:13])=[CH:7][N:6]=[C:5]([C:8]([OH:11])([CH3:10])[CH3:9])[CH:4]=1. The yield is 0.550. (4) The reactants are [OH:1][C:2]1[C:3]([C:17](=O)[CH3:18])=[N:4][N:5]([CH3:16])[C:6]=1[C:7]1[CH:12]=[CH:11][C:10]([CH:13]([CH3:15])[CH3:14])=[CH:9][CH:8]=1.[NH:20]([C:22]([NH:24][C:25]1[CH:33]=[CH:32][C:28]([C:29]([OH:31])=[O:30])=[CH:27][CH:26]=1)=[S:23])[NH2:21].CN(C)C=O. The catalyst is Cl.O. The product is [OH:1][C:2]1[C:3]([C:17](=[N:21][NH:20][C:22]([NH:24][C:25]2[CH:33]=[CH:32][C:28]([C:29]([OH:31])=[O:30])=[CH:27][CH:26]=2)=[S:23])[CH3:18])=[N:4][N:5]([CH3:16])[C:6]=1[C:7]1[CH:12]=[CH:11][C:10]([CH:13]([CH3:15])[CH3:14])=[CH:9][CH:8]=1. The yield is 0.720. (5) The reactants are C(N(CC)CC)C.[NH2:8][C:9]1[N:14]=[C:13]([Cl:15])[C:12]([CH:16]([OH:25])[CH2:17][CH:18]2[CH2:22][O:21][C:20]([CH3:24])([CH3:23])[O:19]2)=[C:11]([Cl:26])[N:10]=1. The catalyst is CS(C)=O. The product is [NH2:8][C:9]1[N:10]=[C:11]([Cl:26])[C:12]([C:16](=[O:25])[CH2:17][CH:18]2[CH2:22][O:21][C:20]([CH3:24])([CH3:23])[O:19]2)=[C:13]([Cl:15])[N:14]=1. The yield is 0.900. (6) The catalyst is Cl. The reactants are [CH2:1]([NH:5][C:6]1[CH:11]=[CH:10][CH:9]=[CH:8][CH:7]=1)[CH2:2][CH2:3][CH3:4].Cl(O)(=O)(=O)=O.[OH-:17].[NH4+:18]. The yield is 0.820. The product is [CH2:1]([NH:5][C:6]1[CH:11]=[CH:10][C:9]([N:18]2[CH2:10][CH2:11][C:6](=[O:17])[CH2:7][CH2:8]2)=[CH:8][CH:7]=1)[CH2:2][CH2:3][CH3:4].